This data is from TCR-epitope binding with 47,182 pairs between 192 epitopes and 23,139 TCRs. The task is: Binary Classification. Given a T-cell receptor sequence (or CDR3 region) and an epitope sequence, predict whether binding occurs between them. (1) The epitope is FLNGSCGSV. The TCR CDR3 sequence is CATSDLQETQYF. Result: 1 (the TCR binds to the epitope). (2) The epitope is EPLPQGQLTAY. The TCR CDR3 sequence is CASSGGLAVGNPGSYNEQFF. Result: 0 (the TCR does not bind to the epitope).